Dataset: Catalyst prediction with 721,799 reactions and 888 catalyst types from USPTO. Task: Predict which catalyst facilitates the given reaction. (1) Reactant: [Cl:1][C:2]1[CH:18]=[CH:17][C:16]([C:19]([F:22])([F:21])[F:20])=[CH:15][C:3]=1[C:4]([NH:6][C@H:7]1[CH2:12][CH2:11][C@@H:10]([CH2:13][OH:14])[CH2:9][CH2:8]1)=[O:5].CCN(C(C)C)C(C)C.C1C=CN=CC=1.O=S(=O)=O. Product: [Cl:1][C:2]1[CH:18]=[CH:17][C:16]([C:19]([F:20])([F:21])[F:22])=[CH:15][C:3]=1[C:4]([NH:6][C@H:7]1[CH2:12][CH2:11][C@@H:10]([CH:13]=[O:14])[CH2:9][CH2:8]1)=[O:5]. The catalyst class is: 583. (2) Reactant: [Br:1][C:2]1[C:3](=[O:10])[NH:4][C:5](=O)[NH:6][C:7]=1[Cl:8].[C:11]([O-:14])([O-])=O.[K+].[K+].[CH2:17](Br)[C:18]1[CH:23]=[CH:22][CH:21]=[CH:20][CH:19]=1. Product: [CH2:5]([N:6]1[C:7]([Cl:8])=[C:2]([Br:1])[C:3](=[O:10])[N:4]([CH2:17][C:18]2[CH:23]=[CH:22][CH:21]=[CH:20][CH:19]=2)[C:11]1=[O:14])[C:18]1[CH:23]=[CH:22][CH:21]=[CH:20][CH:19]=1. The catalyst class is: 18.